Dataset: CYP2C19 inhibition data for predicting drug metabolism from PubChem BioAssay. Task: Regression/Classification. Given a drug SMILES string, predict its absorption, distribution, metabolism, or excretion properties. Task type varies by dataset: regression for continuous measurements (e.g., permeability, clearance, half-life) or binary classification for categorical outcomes (e.g., BBB penetration, CYP inhibition). Dataset: cyp2c19_veith. (1) The compound is O=C(Nc1nnc(C2CC2)s1)C1Cc2ccccc2CN1S(=O)(=O)c1ccccc1F. The result is 1 (inhibitor). (2) The drug is COc1cccc(CNCc2ccc(SC)cc2)c1OC. The result is 1 (inhibitor). (3) The compound is Cc1noc(C)c1-c1nccc(-n2ccnc2)n1. The result is 1 (inhibitor).